This data is from Peptide-MHC class II binding affinity with 134,281 pairs from IEDB. The task is: Regression. Given a peptide amino acid sequence and an MHC pseudo amino acid sequence, predict their binding affinity value. This is MHC class II binding data. (1) The peptide sequence is EKKYFAATVFEPLAA. The MHC is HLA-DQA10301-DQB10302 with pseudo-sequence HLA-DQA10301-DQB10302. The binding affinity (normalized) is 0.445. (2) The MHC is DRB4_0101 with pseudo-sequence DRB4_0103. The peptide sequence is LDYLRRMTVFLQGLM. The binding affinity (normalized) is 0.828. (3) The peptide sequence is SHLVRSWVTAGEIHA. The MHC is DRB3_0301 with pseudo-sequence DRB3_0301. The binding affinity (normalized) is 0.467. (4) The peptide sequence is EKKYFAATHFEPLAA. The MHC is DRB1_0101 with pseudo-sequence DRB1_0101. The binding affinity (normalized) is 0.697. (5) The peptide sequence is PNRDGDSYYYSEPTS. The MHC is HLA-DQA10501-DQB10302 with pseudo-sequence HLA-DQA10501-DQB10302. The binding affinity (normalized) is 0. (6) The peptide sequence is APILDGDNLFPKV. The MHC is DRB1_0401 with pseudo-sequence DRB1_0401. The binding affinity (normalized) is 0.137. (7) The peptide sequence is GYVSLQEFVDLNNKG. The MHC is DRB1_0301 with pseudo-sequence DRB1_0301. The binding affinity (normalized) is 0.331. (8) The peptide sequence is THSWEYWGAQLNAMK. The MHC is DRB5_0101 with pseudo-sequence DRB5_0101. The binding affinity (normalized) is 0.378. (9) The peptide sequence is HPILNMIDTKKSSLN. The MHC is DRB1_0101 with pseudo-sequence DRB1_0101. The binding affinity (normalized) is 0.572.